This data is from Reaction yield outcomes from USPTO patents with 853,638 reactions. The task is: Predict the reaction yield, written as a fraction of the theoretical maximum amount of product (1.0 means a 100% yield; for example, 0.34 means a 34% yield). (1) The reactants are C(O[C:6]([N:8](C)[CH2:9][C@H:10]([C:27]1[CH:36]=[CH:35][C:34]2[C:29](=[CH:30][CH:31]=[CH:32][CH:33]=2)[CH:28]=1)[C@@H:11]([C:21]1[CH:26]=[CH:25][CH:24]=[CH:23][CH:22]=1)[O:12][CH2:13][C:14]([O:16]C(C)(C)C)=[O:15])=O)(C)(C)C.C(O)(C(F)(F)F)=O. The catalyst is C(Cl)Cl. The product is [CH3:6][NH:8][CH2:9][C@H:10]([C:27]1[CH:36]=[CH:35][C:34]2[C:29](=[CH:30][CH:31]=[CH:32][CH:33]=2)[CH:28]=1)[C@@H:11]([C:21]1[CH:26]=[CH:25][CH:24]=[CH:23][CH:22]=1)[O:12][CH2:13][C:14]([OH:16])=[O:15]. The yield is 0.860. (2) The reactants are [O:1]1[CH2:5][CH2:4][CH2:3][CH2:2]1.C([Mg]Cl)CCC.CCCCCC.C([Li])CCC.Br[C:24]1[CH:29]=[CH:28][C:27]([CH:30]=C(C)C)=[CH:26][N:25]=1.[Cl-].[NH4+]. The catalyst is O1CCCC1.CN(C)C=O. The product is [CH3:26][C:27]([CH3:30])=[CH:28][C:29]1[CH:5]=[CH:4][C:3]([CH:2]=[O:1])=[N:25][CH:24]=1. The yield is 0.830.